From a dataset of Catalyst prediction with 721,799 reactions and 888 catalyst types from USPTO. Predict which catalyst facilitates the given reaction. (1) Reactant: [C:1]([NH:16][CH2:17][C:18]([NH:20][CH2:21][C:22]([OH:24])=[O:23])=[O:19])(=[O:15])[CH2:2][CH2:3][CH2:4][CH2:5][CH2:6][CH2:7][CH2:8][CH2:9][CH2:10][CH2:11][CH2:12][CH2:13][CH3:14]. Product: [OH2:15].[C:1]([NH:16][CH2:17][C:18]([NH:20][CH2:21][C:22]([OH:24])=[O:23])=[O:19])(=[O:15])[CH2:2][CH2:3][CH2:4][CH2:5][CH2:6][CH2:7][CH2:8][CH2:9][CH2:10][CH2:11][CH2:12][CH2:13][CH3:14]. The catalyst class is: 615. (2) Reactant: [Cl:1][C:2]1[CH:18]=[CH:17][C:5]2[CH2:6][CH2:7][N:8]([C:11](=[O:16])[C:12]([F:15])([F:14])[F:13])[CH2:9][CH2:10][C:4]=2[C:3]=1OS(C(F)(F)F)(=O)=O.[NH2:27][CH:28]([C:30]1[S:31][C:32]([CH3:35])=[CH:33][CH:34]=1)[CH3:29].C1C=CC(P(C2C(C3C(P(C4C=CC=CC=4)C4C=CC=CC=4)=CC=C4C=3C=CC=C4)=C3C(C=CC=C3)=CC=2)C2C=CC=CC=2)=CC=1.C(=O)([O-])[O-].[Cs+].[Cs+]. Product: [Cl:1][C:2]1[CH:18]=[CH:17][C:5]2[CH2:6][CH2:7][N:8]([C:11](=[O:16])[C:12]([F:15])([F:13])[F:14])[CH2:9][CH2:10][C:4]=2[C:3]=1[NH:27][CH:28]([C:30]1[S:31][C:32]([CH3:35])=[CH:33][CH:34]=1)[CH3:29]. The catalyst class is: 164. (3) Reactant: Cl[C:2]1[C:11]2[C:6](=[CH:7][CH:8]=[C:9]([Cl:12])[N:10]=2)[N:5]=[CH:4][C:3]=1[C:13]([O:15][CH2:16][CH3:17])=[O:14].[F:18][C:19]([F:28])([F:27])[C:20]1[CH:21]=[C:22]([NH2:26])[CH:23]=[CH:24][CH:25]=1.C(=O)([O-])[O-].[K+].[K+].C(OCC)(=O)C. Product: [Cl:12][C:9]1[N:10]=[C:11]2[C:6](=[CH:7][CH:8]=1)[N:5]=[CH:4][C:3]([C:13]([O:15][CH2:16][CH3:17])=[O:14])=[C:2]2[NH:26][C:22]1[CH:23]=[CH:24][CH:25]=[C:20]([C:19]([F:18])([F:27])[F:28])[CH:21]=1. The catalyst class is: 107.